This data is from Full USPTO retrosynthesis dataset with 1.9M reactions from patents (1976-2016). The task is: Predict the reactants needed to synthesize the given product. (1) Given the product [CH2:1]([O:3][C:4]1[CH:13]=[C:12]2[C:7]([C:8]([C:16]3[CH:21]=[CH:20][CH:19]=[CH:18][CH:17]=3)=[CH:9][C:10]([CH3:15])([CH3:14])[O:11]2)=[CH:6][C:5]=1/[C:22](/[CH3:27])=[C:23](/[F:26])\[CH:24]=[O:25])[CH3:2], predict the reactants needed to synthesize it. The reactants are: [CH2:1]([O:3][C:4]1[CH:13]=[C:12]2[C:7]([C:8]([C:16]3[CH:21]=[CH:20][CH:19]=[CH:18][CH:17]=3)=[CH:9][C:10]([CH3:15])([CH3:14])[O:11]2)=[CH:6][C:5]=1/[C:22](/[CH3:27])=[C:23](/[F:26])\[CH2:24][OH:25])[CH3:2].C[N+]1([O-])CCOCC1. (2) Given the product [Br-:1].[P:26]([S-:38])(=[S:27])([O:2][CH2:3][CH2:4][CH2:5][CH2:6][CH2:7][CH2:8][CH2:9][CH2:10][CH2:11][CH2:12][N+:13]([CH2:22][CH2:23][CH2:24][CH3:25])([CH2:14][CH2:15][CH2:16][CH3:17])[CH2:18][CH2:19][CH2:20][CH3:21])[O:2][CH2:3][CH2:4][CH2:5][CH2:6][CH2:7][CH2:8][CH2:9][CH2:10][CH2:11][CH2:12][N+:13]([CH2:22][CH2:23][CH2:24][CH3:25])([CH2:14][CH2:15][CH2:16][CH3:17])[CH2:18][CH2:19][CH2:20][CH3:21], predict the reactants needed to synthesize it. The reactants are: [Br-:1].[OH:2][CH2:3][CH2:4][CH2:5][CH2:6][CH2:7][CH2:8][CH2:9][CH2:10][CH2:11][CH2:12][N+:13]([CH2:22][CH2:23][CH2:24][CH3:25])([CH2:18][CH2:19][CH2:20][CH3:21])[CH2:14][CH2:15][CH2:16][CH3:17].[P:26]12([S:38]P3(SP(SP(S3)(S1)=S)(=S)S2)=S)=[S:27].C(=S)=S. (3) Given the product [C:1]([C:5]1[CH:6]=[CH:7][C:8]([S:11]([N:14]2[C:18]3=[N:19][CH:20]=[C:21]([NH:23][NH2:24])[N:22]=[C:17]3[CH:16]=[CH:15]2)(=[O:13])=[O:12])=[CH:9][CH:10]=1)([CH3:4])([CH3:2])[CH3:3], predict the reactants needed to synthesize it. The reactants are: [C:1]([C:5]1[CH:10]=[CH:9][C:8]([S:11]([N:14]2[C:18]3=[N:19][CH:20]=[C:21]([NH:23][NH:24]C(OC(C)(C)C)=O)[N:22]=[C:17]3[CH:16]=[CH:15]2)(=[O:13])=[O:12])=[CH:7][CH:6]=1)([CH3:4])([CH3:3])[CH3:2].C(C1C=CC(S(N2C3=NC=C(N(C(OC(C)(C)C)=O)N)N=C3C=C2)(=O)=O)=CC=1)(C)(C)C.Cl. (4) The reactants are: [F:1][C@:2]1([CH3:19])[C@H:6]([OH:7])[C@@H:5]([CH2:8][OH:9])[O:4][C@H:3]1[N:10]1[CH:15]=[CH:14][C:13]([NH:16][OH:17])=[N:12][C:11]1=[O:18].[C:20](Cl)(=[O:28])[CH2:21][CH2:22][CH2:23][CH2:24][CH2:25][CH2:26][CH3:27]. Given the product [F:1][C@:2]1([CH3:19])[C@H:6]([OH:7])[C@@H:5]([CH2:8][OH:9])[O:4][C@H:3]1[N:10]1[CH:15]=[CH:14][C:13]([NH:16][O:17][C:20](=[O:28])[CH2:21][CH2:22][CH2:23][CH2:24][CH2:25][CH2:26][CH3:27])=[N:12][C:11]1=[O:18], predict the reactants needed to synthesize it.